Dataset: Catalyst prediction with 721,799 reactions and 888 catalyst types from USPTO. Task: Predict which catalyst facilitates the given reaction. Reactant: [OH:1][C:2]1[CH:3]=[CH:4][C:5]([CH3:8])=[N:6][CH:7]=1.ClC1C=CC=C(C(OO)=[O:17])C=1. The catalyst class is: 22. Product: [OH:1][C:2]1[CH:3]=[CH:4][C:5]([CH3:8])=[N+:6]([O-:17])[CH:7]=1.